From a dataset of Full USPTO retrosynthesis dataset with 1.9M reactions from patents (1976-2016). Predict the reactants needed to synthesize the given product. (1) The reactants are: [CH3:1][NH:2][NH2:3].CN(/[CH:7]=[C:8]1\[C:9](=O)[CH2:10][N:11]([C:13]([C:26]2[CH:31]=[CH:30][CH:29]=[CH:28][CH:27]=2)([C:20]2[CH:25]=[CH:24][CH:23]=[CH:22][CH:21]=2)[C:14]2[CH:19]=[CH:18][CH:17]=[CH:16][CH:15]=2)[CH2:12]\1)C. Given the product [CH3:1][N:2]1[C:9]2[CH2:10][N:11]([C:13]([C:26]3[CH:31]=[CH:30][CH:29]=[CH:28][CH:27]=3)([C:20]3[CH:21]=[CH:22][CH:23]=[CH:24][CH:25]=3)[C:14]3[CH:19]=[CH:18][CH:17]=[CH:16][CH:15]=3)[CH2:12][C:8]=2[CH:7]=[N:3]1, predict the reactants needed to synthesize it. (2) Given the product [NH4+:1].[OH-:15].[CH3:7][C:4]1[S:3][C:2](=[NH:1])[N:6]([CH2:10][CH2:11][N:12]2[CH2:17][CH2:16][O:15][CH2:14][CH2:13]2)[CH:5]=1, predict the reactants needed to synthesize it. The reactants are: [NH2:1][C:2]1[S:3][C:4]([CH3:7])=[CH:5][N:6]=1.Cl.Cl[CH2:10][CH2:11][N:12]1[CH2:17][CH2:16][O:15][CH2:14][CH2:13]1.CCN(CC)CC.C(Cl)Cl. (3) Given the product [Br:40][C:39]1[C:34]([N:42]2[CH2:51][CH2:50][CH:45]([C:46]([O:48][CH3:49])=[O:47])[CH2:44][CH2:43]2)=[N:35][CH:36]=[C:37]([F:41])[CH:38]=1, predict the reactants needed to synthesize it. The reactants are: ClC1C(C(NCC23CC4CC(CC(C4)C2)C3)=O)=CC(C2C=CC=CC=2C(OCC)=O)=NC=1.Br[C:34]1[C:39]([Br:40])=[CH:38][C:37]([F:41])=[CH:36][N:35]=1.[NH:42]1[CH2:51][CH2:50][CH:45]([C:46]([O:48][CH3:49])=[O:47])[CH2:44][CH2:43]1. (4) Given the product [I:14][C:11]1[CH:12]=[C:7]([C:1]2[CH:2]=[CH:3][CH:4]=[CH:5][CH:6]=2)[CH:8]=[CH:9][C:10]=1[OH:13], predict the reactants needed to synthesize it. The reactants are: [C:1]1([C:7]2[CH:12]=[CH:11][C:10]([OH:13])=[CH:9][CH:8]=2)[CH:6]=[CH:5][CH:4]=[CH:3][CH:2]=1.[I-:14].[Na+].[OH-].[Na+].Cl[O-].[Na+].S([O-])([O-])(=O)=S.[Na+].[Na+].Cl.